This data is from Forward reaction prediction with 1.9M reactions from USPTO patents (1976-2016). The task is: Predict the product of the given reaction. (1) Given the reactants [CH2:1]([O:4][C:5]1([CH3:46])[CH2:10][CH2:9][N:8]([C:11]2[N:16]3[N:17]=[C:18]([CH2:20][O:21][CH2:22][C:23]4[CH:28]=[C:27]([F:29])[CH:26]=[CH:25][C:24]=4[O:30][C@H:31]([CH2:33]C=C)[CH3:32])[CH:19]=[C:15]3[N:14]=[C:13]([CH3:36])[C:12]=2[C@H:37]([O:41][C:42]([CH3:45])([CH3:44])[CH3:43])[C:38]([OH:40])=[O:39])[CH2:7][CH2:6]1)[CH:2]=[CH2:3], predict the reaction product. The product is: [C:42]([O:41][C@@H:37]([C:12]1[C:13]([CH3:36])=[N:14][C:15]2=[CH:19][C:18]3=[N:17][N:16]2[C:11]=1[N:8]1[CH2:9][CH2:10][C:5]([CH3:46])([O:4][CH2:1][CH:2]=[CH:3][CH2:32][C@H:31]([CH3:33])[O:30][C:24]2[C:23]([CH2:22][O:21][CH2:20]3)=[CH:28][C:27]([F:29])=[CH:26][CH:25]=2)[CH2:6][CH2:7]1)[C:38]([OH:40])=[O:39])([CH3:43])([CH3:44])[CH3:45]. (2) The product is: [Cl:25][C:26]1[CH:27]=[C:28]([S:33][Cl:37])[CH:29]=[C:30]([Cl:32])[CH:31]=1. Given the reactants C(C1C(O)=C(C(C)=C(SC2C=CC(OC)=CC=2)C=1)C(O)=O)(C)(C)C.[Cl:25][C:26]1[CH:27]=[C:28]([SH:33])[CH:29]=[C:30]([Cl:32])[CH:31]=1.S(Cl)([Cl:37])(=O)=O.ClN1C(=O)CCC1=O, predict the reaction product. (3) Given the reactants [Br:1][C:2]1[C:13]([N+:14]([O-:16])=[O:15])=[CH:12][C:11]([N+:17]([O-:19])=[O:18])=[CH:10][C:3]=1[C:4]([NH:6][CH2:7][CH2:8][OH:9])=[O:5].[O:20]1[CH:25]=[CH:24][CH2:23][CH2:22][CH2:21]1.C1(C)C=CC(S(O)(=O)=O)=CC=1, predict the reaction product. The product is: [Br:1][C:2]1[C:13]([N+:14]([O-:16])=[O:15])=[CH:12][C:11]([N+:17]([O-:19])=[O:18])=[CH:10][C:3]=1[C:4]([NH:6][CH2:7][CH2:8][O:9][CH:21]1[CH2:22][CH2:23][CH2:24][CH2:25][O:20]1)=[O:5]. (4) Given the reactants C([O:4][CH2:5][CH2:6][C:7]1[S:8][C:9]([S:13]([NH:16][C:17](=[O:29])[NH:18][C:19]2[CH:24]=[C:23]([C:25]([F:28])([F:27])[F:26])[CH:22]=[CH:21][N:20]=2)(=[O:15])=[O:14])=[CH:10][C:11]=1[CH3:12])(=O)C.[Li+].[OH-], predict the reaction product. The product is: [OH:4][CH2:5][CH2:6][C:7]1[S:8][C:9]([S:13]([NH:16][C:17](=[O:29])[NH:18][C:19]2[CH:24]=[C:23]([C:25]([F:27])([F:28])[F:26])[CH:22]=[CH:21][N:20]=2)(=[O:15])=[O:14])=[CH:10][C:11]=1[CH3:12]. (5) Given the reactants [C:1]([O:5][C:6]1[CH:11]=[C:10]([Cl:12])[C:9]([O:13][C:14]2[CH:19]=[CH:18][C:17]([NH2:20])=[C:16]([Br:21])[CH:15]=2)=[C:8]([Cl:22])[C:7]=1[CH2:23][CH3:24])(=[O:4])[CH2:2][CH3:3].[Cl:25][CH:26]([CH3:30])[C:27](Cl)=[O:28], predict the reaction product. The product is: [C:1]([O:5][C:6]1[CH:11]=[C:10]([Cl:12])[C:9]([O:13][C:14]2[CH:19]=[CH:18][C:17]([NH:20][C:27](=[O:28])[CH:26]([Cl:25])[CH3:30])=[C:16]([Br:21])[CH:15]=2)=[C:8]([Cl:22])[C:7]=1[CH2:23][CH3:24])(=[O:4])[CH2:2][CH3:3]. (6) Given the reactants [Br:1][C:2]1[CH:15]=[CH:14][C:13]2[N:12]([S:16]([C:19]3[CH:24]=[CH:23][C:22]([O:25]C)=[C:21]([F:27])[CH:20]=3)(=[O:18])=[O:17])[CH:11]([CH3:28])[C:10]3[C:5](=[CH:6][CH:7]=[CH:8][CH:9]=3)[C:4]=2[CH:3]=1.C1CCCCC=1.B(Br)(Br)Br.ClCCl, predict the reaction product. The product is: [Br:1][C:2]1[CH:15]=[CH:14][C:13]2[N:12]([S:16]([C:19]3[CH:24]=[CH:23][C:22]([OH:25])=[C:21]([F:27])[CH:20]=3)(=[O:18])=[O:17])[CH:11]([CH3:28])[C:10]3[C:5](=[CH:6][CH:7]=[CH:8][CH:9]=3)[C:4]=2[CH:3]=1. (7) Given the reactants COC1C=CC(C[C:8]2[CH:16]=[CH:15][C:11]([C:12]([O-:14])=[O:13])=[C:10]([O:17][CH2:18][C:19]3[CH:24]=[CH:23][C:22]([O:25][CH3:26])=[CH:21][CH:20]=3)[C:9]=2[O:27][CH2:28][C:29]2[CH:34]=[CH:33][C:32]([O:35][CH3:36])=[CH:31][CH:30]=2)=CC=1, predict the reaction product. The product is: [CH3:26][O:25][C:22]1[CH:21]=[CH:20][C:19]([CH2:18][O:17][C:10]2[C:9]([O:27][CH2:28][C:29]3[CH:30]=[CH:31][C:32]([O:35][CH3:36])=[CH:33][CH:34]=3)=[CH:8][CH:16]=[CH:15][C:11]=2[C:12]([OH:14])=[O:13])=[CH:24][CH:23]=1.